Dataset: Forward reaction prediction with 1.9M reactions from USPTO patents (1976-2016). Task: Predict the product of the given reaction. (1) Given the reactants [C:1]([OH:6])(=[O:5])[C@H:2]([CH3:4])[OH:3].[CH3:7][O:8][CH2:9][CH2:10][O:11][CH2:12][CH2:13][O:14][CH2:15][CH2:16][OH:17].C(OC(=O)C)(=O)C, predict the reaction product. The product is: [C:1]([OH:6])(=[O:5])[CH:2]([CH3:4])[OH:3].[CH3:7][O:8][CH2:9][CH2:10][O:11][CH2:12][CH2:13][O:14][CH2:15][CH2:16][OH:17]. (2) Given the reactants [CH3:1][C:2]([C:11]([OH:13])=[O:12])([CH2:4][C:5]1[CH:10]=[CH:9][CH:8]=[CH:7][CH:6]=1)[NH2:3].[CH2:14]=O.[ClH:16], predict the reaction product. The product is: [ClH:16].[CH3:1][C:2]1([C:11]([OH:13])=[O:12])[CH2:4][C:5]2[C:6](=[CH:7][CH:8]=[CH:9][CH:10]=2)[CH2:14][NH:3]1. (3) Given the reactants [NH:1]1[C:5]2[S:6][C:7]([C:9]#[N:10])=[CH:8][C:4]=2[CH:3]=[N:2]1.[Br:11]N1C(=O)CCC1=O.S([O-])([O-])(=O)=S.[Na+].[Na+], predict the reaction product. The product is: [Br:11][C:3]1[C:4]2[CH:8]=[C:7]([C:9]#[N:10])[S:6][C:5]=2[NH:1][N:2]=1. (4) Given the reactants F[C:2]1[N:11]=[CH:10][CH:9]=[CH:8][C:3]=1[C:4]([O:6][CH3:7])=[O:5].C(O)(=O)C(O)=O.[CH2:18]1[C:21]2([CH2:24][NH:23][CH2:22]2)[CH2:20][O:19]1.CN(C=O)C.C(N(CC)C(C)C)(C)C, predict the reaction product. The product is: [CH2:18]1[C:21]2([CH2:24][N:23]([C:2]3[N:11]=[CH:10][CH:9]=[CH:8][C:3]=3[C:4]([O:6][CH3:7])=[O:5])[CH2:22]2)[CH2:20][O:19]1.